Dataset: Reaction yield outcomes from USPTO patents with 853,638 reactions. Task: Predict the reaction yield, written as a fraction of the theoretical maximum amount of product (1.0 means a 100% yield; for example, 0.34 means a 34% yield). (1) The reactants are [Cl:1][C:2]1[CH:3]=[C:4]([C@@H:8]([C:17]2[CH:22]=[CH:21][CH:20]=[C:19]([C:23]([NH:25][CH2:26][C@@H:27]([N:35](C(OC(C)(C)C)=O)[CH3:36])[CH2:28][C@H:29]3[CH2:34][CH2:33][CH2:32][O:31][CH2:30]3)=[O:24])[CH:18]=2)[O:9][CH2:10][CH2:11][NH:12][C:13](=[O:16])[O:14][CH3:15])[CH:5]=[CH:6][CH:7]=1.Cl.O1CCOCC1. The catalyst is C(#N)C. The product is [Cl:1][C:2]1[CH:3]=[C:4]([C@@H:8]([C:17]2[CH:22]=[CH:21][CH:20]=[C:19]([C:23]([NH:25][CH2:26][C@@H:27]([NH:35][CH3:36])[CH2:28][C@H:29]3[CH2:34][CH2:33][CH2:32][O:31][CH2:30]3)=[O:24])[CH:18]=2)[O:9][CH2:10][CH2:11][NH:12][C:13](=[O:16])[O:14][CH3:15])[CH:5]=[CH:6][CH:7]=1. The yield is 0.780. (2) The reactants are [CH3:1][O:2][C:3](=[O:18])[CH2:4][C:5]1[C:13]2[C:8](=[CH:9][CH:10]=[CH:11][CH:12]=2)[N:7]([C:14]([O:16][CH3:17])=[O:15])[CH:6]=1.CN(C)P(=O)(N(C)C)N(C)C.C([N-]C(C)C)(C)C.[Li+].C1CCCCC1.[CH:44]1([CH2:49][CH2:50]I)[CH2:48][CH2:47][CH2:46][CH2:45]1. The catalyst is O1CCCC1. The product is [CH3:1][O:2][C:3](=[O:18])[CH:4]([CH2:50][CH2:49][CH:44]1[CH2:48][CH2:47][CH2:46][CH2:45]1)[C:5]1[C:13]2[C:8](=[CH:9][CH:10]=[CH:11][CH:12]=2)[N:7]([C:14]([O:16][CH3:17])=[O:15])[CH:6]=1. The yield is 0.760. (3) The reactants are [CH3:1][S:2](Cl)(=[O:4])=[O:3].[F:6][C:7]([F:34])([F:33])[S:8]([O:11][C:12]1[C:13]([NH2:32])=[CH:14][C:15]2[O:19][C:18]([C:20]3[CH:25]=[CH:24][C:23]([F:26])=[CH:22][CH:21]=3)=[C:17]([C:27](=[O:30])[NH:28][CH3:29])[C:16]=2[CH:31]=1)(=[O:10])=[O:9].CCN(C(C)C)C(C)C. The catalyst is C(Cl)Cl.CCOC(C)=O. The product is [F:34][C:7]([F:6])([F:33])[S:8]([O:11][C:12]1[C:13]([N:32]([S:2]([CH3:1])(=[O:4])=[O:3])[S:2]([CH3:1])(=[O:4])=[O:3])=[CH:14][C:15]2[O:19][C:18]([C:20]3[CH:21]=[CH:22][C:23]([F:26])=[CH:24][CH:25]=3)=[C:17]([C:27](=[O:30])[NH:28][CH3:29])[C:16]=2[CH:31]=1)(=[O:10])=[O:9]. The yield is 0.820. (4) The product is [CH3:14][C:4]1[CH:5]=[C:6]([C:8]2[CH:13]=[N:12][CH:11]=[N:10][CH:9]=2)[CH:7]=[C:2]([CH3:1])[C:3]=1[O:15][CH2:17][C:18]([O:20][CH3:21])=[O:19]. The yield is 1.00. The catalyst is C(#N)C. The reactants are [CH3:1][C:2]1[CH:7]=[C:6]([C:8]2[CH:9]=[N:10][CH:11]=[N:12][CH:13]=2)[CH:5]=[C:4]([CH3:14])[C:3]=1[OH:15].Br[CH2:17][C:18]([O:20][CH3:21])=[O:19].C(=O)([O-])[O-].[Cs+].[Cs+].